From a dataset of NCI-60 drug combinations with 297,098 pairs across 59 cell lines. Regression. Given two drug SMILES strings and cell line genomic features, predict the synergy score measuring deviation from expected non-interaction effect. (1) Drug 1: CN1C2=C(C=C(C=C2)N(CCCl)CCCl)N=C1CCCC(=O)O.Cl. Drug 2: C(CN)CNCCSP(=O)(O)O. Cell line: SF-539. Synergy scores: CSS=0.0745, Synergy_ZIP=-1.87, Synergy_Bliss=-4.45, Synergy_Loewe=-1.55, Synergy_HSA=-3.46. (2) Drug 1: C1=CC(=CC=C1CC(C(=O)O)N)N(CCCl)CCCl.Cl. Drug 2: C1=CN(C(=O)N=C1N)C2C(C(C(O2)CO)O)O.Cl. Cell line: BT-549. Synergy scores: CSS=35.0, Synergy_ZIP=-8.78, Synergy_Bliss=-2.44, Synergy_Loewe=-22.8, Synergy_HSA=-2.07.